Dataset: Peptide-MHC class II binding affinity with 134,281 pairs from IEDB. Task: Regression. Given a peptide amino acid sequence and an MHC pseudo amino acid sequence, predict their binding affinity value. This is MHC class II binding data. (1) The peptide sequence is AFILDGWNLFPKV. The MHC is DRB3_0101 with pseudo-sequence DRB3_0101. The binding affinity (normalized) is 0.812. (2) The peptide sequence is PNLYNIRNLHIPEVC. The MHC is DRB4_0101 with pseudo-sequence DRB4_0103. The binding affinity (normalized) is 0.444. (3) The peptide sequence is SVLLVVVLFAVFLGS. The MHC is HLA-DQA10201-DQB10202 with pseudo-sequence HLA-DQA10201-DQB10202. The binding affinity (normalized) is 0.